From a dataset of Forward reaction prediction with 1.9M reactions from USPTO patents (1976-2016). Predict the product of the given reaction. (1) Given the reactants [OH:1][C:2]1[CH:3]=[C:4]([S:9][CH2:10][C:11](=O)[CH2:12][C:13]([O:15][CH3:16])=[O:14])[CH:5]=[C:6]([OH:8])[CH:7]=1, predict the reaction product. The product is: [CH3:16][O:15][C:13](=[O:14])[CH2:12][C:11]1[C:5]2[C:6]([OH:8])=[CH:7][C:2]([OH:1])=[CH:3][C:4]=2[S:9][CH:10]=1. (2) Given the reactants Cl[CH2:2][C:3]1[O:7][C:6]([C:8]2[CH:13]=[CH:12][C:11]([C:14]3[C:19]([CH3:20])=[CH:18][CH:17]=[C:16]([C:21]([NH:23][CH:24]4[CH2:26][CH2:25]4)=[O:22])[CH:15]=3)=[CH:10][CH:9]=2)=[N:5][N:4]=1.[I-].[K+], predict the reaction product. The product is: [CH:24]1([NH:23][C:21]([C:16]2[CH:15]=[C:14]([C:11]3[CH:12]=[CH:13][C:8]([C:6]4[O:7][C:3]([CH2:2][NH:23][CH:24]5[CH2:26][CH2:25]5)=[N:4][N:5]=4)=[CH:9][CH:10]=3)[C:19]([CH3:20])=[CH:18][CH:17]=2)=[O:22])[CH2:26][CH2:25]1. (3) Given the reactants Cl[C:2]1[N:7]=[CH:6][N:5]=[C:4]([NH2:8])[CH:3]=1.C(N(C(C)C)CC)(C)C.[CH3:18][O:19][CH2:20][CH2:21][NH:22][CH2:23][CH2:24][O:25][CH3:26], predict the reaction product. The product is: [CH3:18][O:19][CH2:20][CH2:21][N:22]([CH2:23][CH2:24][O:25][CH3:26])[C:2]1[CH:3]=[C:4]([NH2:8])[N:5]=[CH:6][N:7]=1. (4) The product is: [CH3:28][C:27]([CH3:30])([CH3:29])[C:26]([NH:25][C:23]1[CH:22]=[CH:21][C:8]([O:9][C:10]2[CH:11]=[C:12]([CH2:17][C:18]([OH:20])=[O:19])[CH:13]=[CH:14][C:15]=2[OH:16])=[C:7]([CH2:6][S:5]([C:1]([CH3:4])([CH3:3])[CH3:2])=[O:40])[CH:24]=1)=[O:31]. Given the reactants [C:1]([S:5][CH2:6][C:7]1[CH:24]=[C:23]([NH:25][C:26](=[O:31])[C:27]([CH3:30])([CH3:29])[CH3:28])[CH:22]=[CH:21][C:8]=1[O:9][C:10]1[CH:11]=[C:12]([CH2:17][C:18]([OH:20])=[O:19])[CH:13]=[CH:14][C:15]=1[OH:16])([CH3:4])([CH3:3])[CH3:2].ClC1C=CC=C(C(OO)=[O:40])C=1, predict the reaction product.